From a dataset of Drug-target binding data from BindingDB using Ki measurements. Regression. Given a target protein amino acid sequence and a drug SMILES string, predict the binding affinity score between them. We predict pKi (pKi = -log10(Ki in M); higher means stronger inhibition). Dataset: bindingdb_ki. The compound is O=c1ccn(C2C=CC(COC(c3ccccc3)(c3ccccc3)c3ccccc3)O2)c(=O)[nH]1. The target protein (Q9PN07) has sequence MGLKADNWIRKMALEHKMIEPFCEANIGKGVVSYGLSSYGYDIRVGREFKIFTNVNSTVVDPKNFVEENVVDFEGDVCIVPANSFALARTIEYFKMPDNVLAICLGKSTYARCGIIVNVTPFEPGFEGHITIEISNTTPLPAKIYANEGIAQVLFLQGDEKCDTTYKDKKGKYQAQTGITLPRILK. The pKi is 3.0.